The task is: Regression. Given two drug SMILES strings and cell line genomic features, predict the synergy score measuring deviation from expected non-interaction effect.. This data is from NCI-60 drug combinations with 297,098 pairs across 59 cell lines. (1) Drug 1: CN(C)C1=NC(=NC(=N1)N(C)C)N(C)C. Drug 2: C1=NC2=C(N=C(N=C2N1C3C(C(C(O3)CO)O)F)Cl)N. Cell line: COLO 205. Synergy scores: CSS=5.12, Synergy_ZIP=-6.04, Synergy_Bliss=-18.2, Synergy_Loewe=-40.4, Synergy_HSA=-22.4. (2) Cell line: CCRF-CEM. Drug 2: CC1C(C(CC(O1)OC2CC(CC3=C2C(=C4C(=C3O)C(=O)C5=CC=CC=C5C4=O)O)(C(=O)C)O)N)O. Synergy scores: CSS=33.7, Synergy_ZIP=-2.65, Synergy_Bliss=-4.67, Synergy_Loewe=-12.1, Synergy_HSA=-2.32. Drug 1: CS(=O)(=O)OCCCCOS(=O)(=O)C. (3) Drug 1: C1CCC(C1)C(CC#N)N2C=C(C=N2)C3=C4C=CNC4=NC=N3. Drug 2: CC1=C2C(C(=O)C3(C(CC4C(C3C(C(C2(C)C)(CC1OC(=O)C(C(C5=CC=CC=C5)NC(=O)C6=CC=CC=C6)O)O)OC(=O)C7=CC=CC=C7)(CO4)OC(=O)C)O)C)OC(=O)C. Cell line: NCI-H226. Synergy scores: CSS=42.3, Synergy_ZIP=-5.87, Synergy_Bliss=2.80, Synergy_Loewe=-30.6, Synergy_HSA=4.28. (4) Drug 1: CC=C1C(=O)NC(C(=O)OC2CC(=O)NC(C(=O)NC(CSSCCC=C2)C(=O)N1)C(C)C)C(C)C. Drug 2: CCC1(C2=C(COC1=O)C(=O)N3CC4=CC5=C(C=CC(=C5CN(C)C)O)N=C4C3=C2)O.Cl. Cell line: RXF 393. Synergy scores: CSS=60.0, Synergy_ZIP=-0.470, Synergy_Bliss=2.15, Synergy_Loewe=0.672, Synergy_HSA=2.31.